Dataset: Forward reaction prediction with 1.9M reactions from USPTO patents (1976-2016). Task: Predict the product of the given reaction. (1) The product is: [CH3:16][N:4]([CH3:3])[CH2:5][CH2:6][C:7]1[C:15]2[C:10](=[CH:11][CH:12]=[CH:13][CH:14]=2)[N:9]([C:20](=[O:21])[C:19]2[CH:23]=[CH:24][CH:25]=[CH:26][C:18]=2[Br:17])[CH:8]=1. Given the reactants [H-].[K+].[CH3:3][N:4]([CH3:16])[CH2:5][CH2:6][C:7]1[C:15]2[C:10](=[CH:11][CH:12]=[CH:13][CH:14]=2)[NH:9][CH:8]=1.[Br:17][C:18]1[CH:26]=[CH:25][CH:24]=[CH:23][C:19]=1[C:20](Cl)=[O:21], predict the reaction product. (2) Given the reactants Cl[C:2]1[CH:7]=[CH:6][N:5]=[C:4]2[CH:8]=[C:9]([C:11]3[CH:16]=[CH:15][CH:14]=[CH:13][CH:12]=3)[O:10][C:3]=12.[CH3:17][C:18]1[C:26]([NH2:27])=[CH:25][CH:24]=[C:23]2[C:19]=1[CH:20]=[CH:21][NH:22]2, predict the reaction product. The product is: [CH3:17][C:18]1[C:26]([NH:27][C:2]2[CH:7]=[CH:6][N:5]=[C:4]3[CH:8]=[C:9]([C:11]4[CH:16]=[CH:15][CH:14]=[CH:13][CH:12]=4)[O:10][C:3]=23)=[CH:25][CH:24]=[C:23]2[C:19]=1[CH:20]=[CH:21][NH:22]2. (3) Given the reactants [C:1]1([C@H:7]([NH:9][CH2:10][C:11]2[N:16]=[C:15]3[CH:17]=[N:18][N:19]([CH2:20][O:21][CH2:22][CH2:23][Si:24]([CH3:27])([CH3:26])[CH3:25])[C:14]3=[CH:13][C:12]=2[NH:28]C(=O)OC(C)(C)C)[CH3:8])[CH:6]=[CH:5][CH:4]=[CH:3][CH:2]=1.Cl.C(=O)([O-])[O-].[K+].[K+], predict the reaction product. The product is: [C:1]1([C@H:7]([NH:9][CH2:10][C:11]2[N:16]=[C:15]3[CH:17]=[N:18][N:19]([CH2:20][O:21][CH2:22][CH2:23][Si:24]([CH3:27])([CH3:26])[CH3:25])[C:14]3=[CH:13][C:12]=2[NH2:28])[CH3:8])[CH:6]=[CH:5][CH:4]=[CH:3][CH:2]=1.